This data is from Experimentally validated miRNA-target interactions with 360,000+ pairs, plus equal number of negative samples. The task is: Binary Classification. Given a miRNA mature sequence and a target amino acid sequence, predict their likelihood of interaction. The miRNA is hsa-miR-378a-3p with sequence ACUGGACUUGGAGUCAGAAGGC. The protein sequence of the target gene is MAGLYSLGVSVFSDQGGRKYMEDVTQIVVEPEPAAEDKPAPVPRRALGLPATPTLAGVGPSEKGPAAARDPAPDAAASLPAGRCCRRRSSVAFFAVCDGHGGREAAQFAREHLWGFIKKQKGFTSSEPAKVCAAIRKGFLACHLAMWKKLAEWPKTMTGLPSTSGTTASVVIIRGMKMYVAHVGDSGVVLGIQDDPKDDFVRAVEVTQDHKPELPKERERIEGLGGSVMNKSGVNRVVWKRPRLTHSGPVRRSTVIDQIPFLAVARALGDLWSYDFFSGKFVVSPEPDTSVHTLDPRKHK.... Result: 0 (no interaction).